Dataset: Forward reaction prediction with 1.9M reactions from USPTO patents (1976-2016). Task: Predict the product of the given reaction. Given the reactants CS[C:3]1[C@H:9]([NH:10][C:11](=[O:20])[O:12][CH2:13][C:14]2[CH:19]=[CH:18][CH:17]=[CH:16][CH:15]=2)[CH2:8][CH2:7][C:6]2[CH:21]=[CH:22][CH:23]=[CH:24][C:5]=2[N:4]=1.[CH2:25]([NH2:28])[C:26]#[CH:27].O.C1(C)C=CC(S(O)(=O)=O)=CC=1.C1(OC2C=CC=CC=2)C=CC=CC=1.C1(C2C=CC=CC=2)C=CC=CC=1.Cl, predict the reaction product. The product is: [CH3:27][C:26]1[N:4]2[C:5]3[CH:24]=[CH:23][CH:22]=[CH:21][C:6]=3[CH2:7][CH2:8][CH:9]([NH:10][C:11](=[O:20])[O:12][CH2:13][C:14]3[CH:19]=[CH:18][CH:17]=[CH:16][CH:15]=3)[C:3]2=[N:28][CH:25]=1.